Dataset: Forward reaction prediction with 1.9M reactions from USPTO patents (1976-2016). Task: Predict the product of the given reaction. Given the reactants [Cl:1][C:2]1[N:7]=[C:6]([CH2:8][C:9]([C:11]2[C:12]([F:29])=[C:13]([NH:17][S:18]([C:21]3[C:26]([F:27])=[CH:25][CH:24]=[CH:23][C:22]=3[F:28])(=[O:20])=[O:19])[CH:14]=[CH:15][CH:16]=2)=O)[CH:5]=[CH:4][N:3]=1.C1C(=O)N(Br)C(=O)C1.[O:38]1[CH2:43][CH2:42][CH:41]([C:44](=[S:46])[NH2:45])[CH2:40][CH2:39]1.O, predict the reaction product. The product is: [Cl:1][C:2]1[N:7]=[C:6]([C:8]2[S:46][C:44]([CH:41]3[CH2:42][CH2:43][O:38][CH2:39][CH2:40]3)=[N:45][C:9]=2[C:11]2[C:12]([F:29])=[C:13]([NH:17][S:18]([C:21]3[C:26]([F:27])=[CH:25][CH:24]=[CH:23][C:22]=3[F:28])(=[O:20])=[O:19])[CH:14]=[CH:15][CH:16]=2)[CH:5]=[CH:4][N:3]=1.